This data is from Experimentally validated miRNA-target interactions with 360,000+ pairs, plus equal number of negative samples. The task is: Binary Classification. Given a miRNA mature sequence and a target amino acid sequence, predict their likelihood of interaction. (1) The miRNA is hsa-miR-3942-5p with sequence AAGCAAUACUGUUACCUGAAAU. The protein sequence of the target gene is MDEGGGGEGGSVPEDLSLEEREELLDIRRRKKELIDDIERLKYEIAEVMTEIDNLTSVEESKTTQRNKQIAMGRKKFNMDPKKGIQFLIENDLLQSSPEDVAQFLYKGEGLNKTVIGDYLGERDDFNIKVLQAFVELHEFADLNLVQALRQFLWSFRLPGEAQKIDRMMEAFASRYCLCNPGVFQSTDTCYVLSFAIIMLNTSLHNHNVRDKPTAERFITMNRGINEGGDLPEELLRNLYESIKNEPFKIPEDDGNDLTHTFFNPDREGWLLKLGGRVKTWKRRWFILTDNCLYYFEYTT.... Result: 0 (no interaction). (2) The miRNA is hsa-miR-145-3p with sequence GGAUUCCUGGAAAUACUGUUCU. The protein sequence of the target gene is MANRTVKDAHSIHGTNPQYLVEKIIRTRIYESKYWKEECFGLTAELVVDKAMELRFVGGVYGGNIKPTPFLCLTLKMLQIQPEKDIIVEFIKNEDFKYVRMLGALYMRLTGTAIDCYKYLEPLYNDYRKIKSQNRNGEFELMHVDEFIDELLHSERVCDIILPRLQKRYVLEEAEQLEPRVSALEEDMDDVESSEEEEEEDEKLERVPSPDHRRRSYRDLDKPRRSPTLRYRRSRSRSPRRRSRSPKRRSPSPRRERHRSKSPRRHRSRSRDRRHRSRSKSPGHHRSHRHRSHSKSPERS.... Result: 1 (interaction). (3) The miRNA is hsa-miR-211-5p with sequence UUCCCUUUGUCAUCCUUCGCCU. The protein sequence of the target gene is MFQQFQASCLVLFFLVGFAQQTLKPQNRKVDCNKGVTGTIYEYGALTLNGEEYIQFKQFAGKHVLFVNVAAYUGLAAQYPELNALQEELKNFGVIVLAFPCNQFGKQEPGTNSEILLGLKYVCPGSGFVPSFQLFEKGDVNGEKEQKVFTFLKNSCPPTSDLLGSSSQLFWEPMKVHDIRWNFEKFLVGPDGVPVMHWFHQAPVSTVKSDILEYLKQFNTH. Result: 0 (no interaction). (4) The miRNA is hsa-miR-8071 with sequence CGGUGGACUGGAGUGGGUGG. The protein sequence of the target gene is MPGKLRSDAGLESDTAMKKGETLRKQTEEKEKKEKPKSDKTEEIAEEEETVFPKAKQVKKKAEPSEVDMNSPKSKKAKKKEEPSQNDISPKTKSLRKKKEPIEKKVVSSKTKKVTKNEEPSEEEIDAPKPKKMKKEKEMNGETREKSPKLKNGFPHPEPDCNPSEAASEESNSEIEQEIPVEQKEGAFSNFPISEETIKLLKGRGVTFLFPIQAKTFHHVYSGKDLIAQARTGTGKTFSFAIPLIEKLHGELQDRKRGRAPQVLVLAPTRELANQVSKDFSDITKKLSVACFYGGTPYGG.... Result: 0 (no interaction). (5) The miRNA is mmu-miR-880-3p with sequence UACUCCAUCCUCUCUGAGUAGA. The protein sequence of the target gene is MVLDAVLARGRTVCKHNGLLILSVLSVIVGCLLGFFLRTQRLSPQEISYFQFPGELLMRMLKMLILPLVVSSLMSGLASLDAKTSSRLGILTVAYYLWTTFLAVVVGIIMVSIIHPGGAAQKETTEQSGKPVMSSADALLDLVRNMFPANLVEATFKQYRTKTTPVIKSPRGAAEEAPRRIVIYGVQEDNGSRVQNFALDLTPPPEIVYKSEPGTSDGMNVLGIVIFSATMGIMLGRMGDSGTPLVSFCQCLNESVMKIVAVAGWYFPFGIVFLIAGKILEMDDPKAVGKKLGFYAVTVV.... Result: 0 (no interaction).